This data is from Full USPTO retrosynthesis dataset with 1.9M reactions from patents (1976-2016). The task is: Predict the reactants needed to synthesize the given product. Given the product [C:1]([O:5][C:6](=[O:20])[NH:7][C:8]1[CH:13]=[C:12]([CH3:14])[C:11]([C:15]([F:18])([F:17])[F:16])=[CH:10][C:9]=1[NH:19][C:26](=[O:25])[CH2:27][C:28]([C:30]1[CH:35]=[CH:34][CH:33]=[C:32]([C:36]2[CH:41]=[CH:40][N:39]=[C:38]([CH:42]3[CH2:43][CH2:44][CH2:45][CH2:46]3)[CH:37]=2)[CH:31]=1)=[O:29])([CH3:4])([CH3:2])[CH3:3], predict the reactants needed to synthesize it. The reactants are: [C:1]([O:5][C:6](=[O:20])[NH:7][C:8]1[CH:13]=[C:12]([CH3:14])[C:11]([C:15]([F:18])([F:17])[F:16])=[CH:10][C:9]=1[NH2:19])([CH3:4])([CH3:3])[CH3:2].C([O:25][C:26](=O)[CH2:27][C:28]([C:30]1[CH:35]=[CH:34][CH:33]=[C:32]([C:36]2[CH:41]=[CH:40][N:39]=[C:38]([CH:42]3[CH2:46][CH2:45][CH2:44][CH2:43]3)[CH:37]=2)[CH:31]=1)=[O:29])(C)(C)C.